From a dataset of Reaction yield outcomes from USPTO patents with 853,638 reactions. Predict the reaction yield, written as a fraction of the theoretical maximum amount of product (1.0 means a 100% yield; for example, 0.34 means a 34% yield). (1) The reactants are [CH2:1]([N:3]([CH2:37][CH3:38])[CH2:4][CH2:5][CH2:6][NH:7][C:8]1[N:9]=[C:10]([C:27]2[C:28]([CH3:36])=[C:29]([CH:33]=[CH:34][CH:35]=2)[C:30]([OH:32])=O)[C:11]2[CH:17]=[CH:16][C:15](=[O:18])[N:14]([C:19]3[C:24]([F:25])=[CH:23][CH:22]=[CH:21][C:20]=3[F:26])[C:12]=2[N:13]=1)[CH3:2].CN(C(ON1N=NC2C=CC=CC1=2)=[N+](C)C)C.F[P-](F)(F)(F)(F)F.C(N(CC)CC)C.[CH2:70]([NH2:74])[CH:71]([CH3:73])[CH3:72]. The catalyst is CN(C=O)C. The product is [CH2:37]([N:3]([CH2:1][CH3:2])[CH2:4][CH2:5][CH2:6][NH:7][C:8]1[N:9]=[C:10]([C:27]2[C:28]([CH3:36])=[C:29]([CH:33]=[CH:34][CH:35]=2)[C:30]([NH:74][CH2:70][CH:71]([CH3:73])[CH3:72])=[O:32])[C:11]2[CH:17]=[CH:16][C:15](=[O:18])[N:14]([C:19]3[C:20]([F:26])=[CH:21][CH:22]=[CH:23][C:24]=3[F:25])[C:12]=2[N:13]=1)[CH3:38]. The yield is 0.440. (2) The catalyst is CC(C)=O. The yield is 0.560. The product is [CH2:1]([O:3][C:4]([C:6]1[S:10][C:9]([CH3:11])=[N:8][C:7]=1[S:12][CH2:14][CH2:15][C:16]([F:18])([F:17])[C:19]1[CH:24]=[CH:23][C:22]([F:25])=[CH:21][CH:20]=1)=[O:5])[CH3:2]. The reactants are [CH2:1]([O:3][C:4]([C:6]1[S:10][C:9]([CH3:11])=[N:8][C:7]=1[SH:12])=[O:5])[CH3:2].Br[CH2:14][CH2:15][C:16]([C:19]1[CH:24]=[CH:23][C:22]([F:25])=[CH:21][CH:20]=1)([F:18])[F:17].C(=O)([O-])[O-].[K+].[K+]. (3) The yield is 0.970. The product is [CH2:1]([O:8][C:9]1[C:14](=[O:15])[N:13]2[CH:16]=[C:17]([N:20]3[CH2:21][CH2:22][O:23][CH2:24][CH2:25]3)[CH:18]=[CH:19][C:12]2=[N:11][C:10]=1[C:26]([NH:28][O:29][C:38](=[O:39])[CH2:37][C:34]1[CH:35]=[CH:36][C:31]([F:30])=[CH:32][CH:33]=1)=[NH:27])[C:2]1[CH:7]=[CH:6][CH:5]=[CH:4][CH:3]=1. The catalyst is C1COCC1. The reactants are [CH2:1]([O:8][C:9]1[C:14](=[O:15])[N:13]2[CH:16]=[C:17]([N:20]3[CH2:25][CH2:24][O:23][CH2:22][CH2:21]3)[CH:18]=[CH:19][C:12]2=[N:11][C:10]=1[C:26]([NH:28][OH:29])=[NH:27])[C:2]1[CH:7]=[CH:6][CH:5]=[CH:4][CH:3]=1.[F:30][C:31]1[CH:36]=[CH:35][C:34]([CH2:37][C:38](Cl)=[O:39])=[CH:33][CH:32]=1.O. (4) The reactants are [NH:1]1[CH:5]=[CH:4][C:3]([N:6]2C(=O)C3C(=CC=CC=3)C2=O)=[N:2]1.[H-].[Na+].[CH2:19](Br)[C:20]1[CH:25]=[CH:24][CH:23]=[CH:22][CH:21]=1. The catalyst is CN(C=O)C. The product is [CH2:19]([N:1]1[CH:5]=[CH:4][C:3]([NH2:6])=[N:2]1)[C:20]1[CH:25]=[CH:24][CH:23]=[CH:22][CH:21]=1. The yield is 0.320. (5) The reactants are [NH2:1][C:2]1[N:7]=[CH:6][N:5]=[C:4]2[N:8]([CH2:20][C:21]3[O:22][C:23]4[C:28]([C:29](=[O:38])[C:30]=3[C:31]3[CH:36]=[CH:35][CH:34]=[C:33]([F:37])[CH:32]=3)=[CH:27][C:26]([F:39])=[CH:25][CH:24]=4)[N:9]=[C:10]([C:11]3[CH:16]=[C:15]([O:17]C)[CH:14]=[C:13]([F:19])[CH:12]=3)[C:3]=12. The catalyst is ClCCl.B(Br)(Br)Br. The product is [NH2:1][C:2]1[N:7]=[CH:6][N:5]=[C:4]2[N:8]([CH2:20][C:21]3[O:22][C:23]4[C:28]([C:29](=[O:38])[C:30]=3[C:31]3[CH:36]=[CH:35][CH:34]=[C:33]([F:37])[CH:32]=3)=[CH:27][C:26]([F:39])=[CH:25][CH:24]=4)[N:9]=[C:10]([C:11]3[CH:16]=[C:15]([OH:17])[CH:14]=[C:13]([F:19])[CH:12]=3)[C:3]=12. The yield is 0.310. (6) The reactants are Cl.Cl.[Cl:3][C:4]1[C:8]([NH:9][CH2:10][CH3:11])=[CH:7][N:6]([C:12]2[CH:13]=[N:14][CH:15]=[CH:16][CH:17]=2)[N:5]=1.C1OC1C.[Cl:22][CH2:23][CH2:24][C:25](Cl)=[O:26]. The catalyst is C(Cl)Cl. The product is [Cl:22][CH2:23][CH2:24][C:25]([N:9]([C:8]1[C:4]([Cl:3])=[N:5][N:6]([C:12]2[CH:13]=[N:14][CH:15]=[CH:16][CH:17]=2)[CH:7]=1)[CH2:10][CH3:11])=[O:26]. The yield is 0.800. (7) The reactants are [NH2:1][C:2]1[CH:6]=[C:5]([CH3:7])[NH:4][N:3]=1.[CH3:8][O:9][C:10](=[O:14])[C:11]([CH3:13])=O.[OH:15][C:16]1[CH:23]=[CH:22][C:19]([CH:20]=O)=[CH:18][CH:17]=1. The catalyst is C(O)(=O)C.CO. The product is [CH3:8][O:9][C:10]([C:11]1[C:6]2[C:5]([CH3:7])=[N:4][NH:3][C:2]=2[N:1]=[C:20]([C:19]2[CH:22]=[CH:23][C:16]([OH:15])=[CH:17][CH:18]=2)[CH:13]=1)=[O:14]. The yield is 0.100. (8) The reactants are C([O:3][C:4]([C:6]1[NH:7][C:8]2[C:13]([CH:14]=1)=[CH:12][C:11]([Cl:15])=[CH:10][C:9]=2[CH2:16][C:17]#[N:18])=[O:5])C.O[Li].O.Cl. The catalyst is C1COCC1.CCO.O. The product is [Cl:15][C:11]1[CH:12]=[C:13]2[C:8](=[C:9]([CH2:16][C:17]#[N:18])[CH:10]=1)[NH:7][C:6]([C:4]([OH:5])=[O:3])=[CH:14]2. The yield is 0.980. (9) The reactants are [N:1]([CH2:4][C:5]1[CH:14]=[N:13][C:12]2[C:11]([N:15]3[CH2:20][CH2:19][O:18][CH2:17][CH2:16]3)=[N:10][C:9]([C:21]3[CH:22]=[C:23]([OH:27])[CH:24]=[CH:25][CH:26]=3)=[N:8][C:7]=2[CH:6]=1)=[N+:2]=[N-:3].C(N(CC)CC)C.[CH3:35][N:36]([CH3:40])[CH2:37][C:38]#[CH:39]. The catalyst is C(#N)C.C(OCC)(=O)C.O.C([O-])(=O)C.[Cu+2].C([O-])(=O)C. The product is [CH3:35][N:36]([CH2:37][C:38]1[N:3]=[N:2][N:1]([CH2:4][C:5]2[CH:14]=[N:13][C:12]3[C:11]([N:15]4[CH2:20][CH2:19][O:18][CH2:17][CH2:16]4)=[N:10][C:9]([C:21]4[CH:22]=[C:23]([OH:27])[CH:24]=[CH:25][CH:26]=4)=[N:8][C:7]=3[CH:6]=2)[CH:39]=1)[CH3:40]. The yield is 0.310. (10) The reactants are [CH2:1]([C:3]1([CH2:22][CH3:23])[C:8]2[CH:9]=[C:10]([C:13]3[N:17]([CH3:18])[C:16]([C:19]#[N:20])=[CH:15][CH:14]=3)[CH:11]=[CH:12][C:7]=2[NH:6][C:5](=O)[O:4]1)[CH3:2].COC1C=CC(P2(SP(C3C=CC(OC)=CC=3)(=S)S2)=[S:33])=CC=1.C(=O)([O-])[O-].[Na+].[Na+]. The catalyst is C1(C)C=CC=CC=1. The product is [CH2:1]([C:3]1([CH2:22][CH3:23])[C:8]2[CH:9]=[C:10]([C:13]3[N:17]([CH3:18])[C:16]([C:19]#[N:20])=[CH:15][CH:14]=3)[CH:11]=[CH:12][C:7]=2[NH:6][C:5](=[S:33])[O:4]1)[CH3:2]. The yield is 0.0800.